This data is from Reaction yield outcomes from USPTO patents with 853,638 reactions. The task is: Predict the reaction yield, written as a fraction of the theoretical maximum amount of product (1.0 means a 100% yield; for example, 0.34 means a 34% yield). (1) The reactants are [OH-].[Na+].[OH:3][CH2:4][CH2:5][CH2:6][O:7][C:8]1[CH:17]=[C:16]2[C:11]([C:12](=[O:26])[N:13](CC(OC(C)(C)C)=O)[CH:14]=[N:15]2)=[CH:10][C:9]=1[O:27][CH3:28]. The catalyst is CO. The product is [OH:3][CH2:4][CH2:5][CH2:6][O:7][C:8]1[CH:17]=[C:16]2[C:11]([C:12](=[O:26])[NH:13][CH:14]=[N:15]2)=[CH:10][C:9]=1[O:27][CH3:28]. The yield is 0.950. (2) The yield is 0.980. The reactants are [NH2:1][C@@H:2]([CH2:7][CH2:8][N:9]=[N+:10]=[N-:11])[C:3]([O:5][CH3:6])=[O:4].[C:12]([O:16][C:17](=[O:37])[CH2:18][CH2:19][CH2:20][CH2:21][CH2:22][CH2:23][CH2:24][CH2:25][CH2:26][CH2:27][CH2:28][CH2:29][CH2:30][CH2:31][CH2:32][CH2:33][C:34](O)=[O:35])([CH3:15])([CH3:14])[CH3:13].CCN(C(C)C)C(C)C.CN(C(ON1N=NC2C=CC=CC1=2)=[N+](C)C)C.F[P-](F)(F)(F)(F)F. The catalyst is C1COCC1. The product is [N:9]([CH2:8][CH2:7][C@H:2]([NH:1][C:34](=[O:35])[CH2:33][CH2:32][CH2:31][CH2:30][CH2:29][CH2:28][CH2:27][CH2:26][CH2:25][CH2:24][CH2:23][CH2:22][CH2:21][CH2:20][CH2:19][CH2:18][C:17]([O:16][C:12]([CH3:14])([CH3:13])[CH3:15])=[O:37])[C:3]([O:5][CH3:6])=[O:4])=[N+:10]=[N-:11]. (3) The reactants are [Cl:1][C:2]1[CH:10]=[C:9]([C:11]2[CH:16]=[CH:15][CH:14]=[CH:13][C:12]=2[Cl:17])[C:5](C(O)=O)=[CH:4][N:3]=1.C1(P(N=[N+]=[N-])(C2C=CC=CC=2)=[O:25])C=CC=CC=1.C([N:37]([CH2:40]C)CC)C.[C:42]([OH:46])([CH3:45])([CH3:44])[CH3:43]. No catalyst specified. The product is [C:42]([O:46][C:40](=[O:25])[NH:37][C:5]1[CH:4]=[N:3][C:2]([Cl:1])=[CH:10][C:9]=1[C:11]1[CH:16]=[CH:15][CH:14]=[CH:13][C:12]=1[Cl:17])([CH3:45])([CH3:44])[CH3:43]. The yield is 0.850. (4) The reactants are [NH2:1][C:2]1[CH:20]=[CH:19][C:5]([CH2:6][P:7](=[O:18])([O:13][CH2:14][CH2:15][CH2:16][CH3:17])[O:8][CH2:9][CH2:10][CH2:11][CH3:12])=[CH:4][CH:3]=1.Cl[C:22]1[N:27]=[C:26]([NH:28][CH2:29][C:30]2[C:31]([N:36]([CH3:41])[S:37]([CH3:40])(=[O:39])=[O:38])=[N:32][CH:33]=[CH:34][CH:35]=2)[C:25]([C:42]([F:45])([F:44])[F:43])=[CH:24][N:23]=1.[C:46]([OH:52])([C:48]([F:51])([F:50])[F:49])=[O:47]. No catalyst specified. The product is [F:49][C:48]([F:51])([F:50])[C:46]([OH:52])=[O:47].[CH3:41][N:36]([S:37]([CH3:40])(=[O:39])=[O:38])[C:31]1[C:30]([CH2:29][NH:28][C:26]2[C:25]([C:42]([F:45])([F:43])[F:44])=[CH:24][N:23]=[C:22]([NH:1][C:2]3[CH:3]=[CH:4][C:5]([CH2:6][P:7](=[O:18])([O:8][CH2:9][CH2:10][CH2:11][CH3:12])[O:13][CH2:14][CH2:15][CH2:16][CH3:17])=[CH:19][CH:20]=3)[N:27]=2)=[CH:35][CH:34]=[CH:33][N:32]=1. The yield is 0.730.